From a dataset of Reaction yield outcomes from USPTO patents with 853,638 reactions. Predict the reaction yield, written as a fraction of the theoretical maximum amount of product (1.0 means a 100% yield; for example, 0.34 means a 34% yield). The reactants are [CH2:1]([NH:4][C:5](=[O:25])[NH:6][C:7]1[N:12]=[CH:11][C:10](B(O)O)=[C:9]([C:16]2[S:17][CH:18]=[C:19]([C:21]([F:24])([F:23])[F:22])[N:20]=2)[CH:8]=1)[CH2:2][CH3:3].Br[C:27]1[C:28]([F:37])=[N:29][CH:30]=[C:31]([CH:36]=1)[C:32]([O:34][CH3:35])=[O:33].C(=O)([O-])[O-].[K+].[K+].C(OCC)(=O)C. The catalyst is O1CCOCC1.O.Cl[Pd](Cl)([P](C1C=CC=CC=1)(C1C=CC=CC=1)C1C=CC=CC=1)[P](C1C=CC=CC=1)(C1C=CC=CC=1)C1C=CC=CC=1. The product is [F:37][C:28]1[C:27]([C:10]2[CH:11]=[N:12][C:7]([NH:6][C:5]([NH:4][CH2:1][CH2:2][CH3:3])=[O:25])=[CH:8][C:9]=2[C:16]2[S:17][CH:18]=[C:19]([C:21]([F:24])([F:23])[F:22])[N:20]=2)=[CH:36][C:31]([C:32]([O:34][CH3:35])=[O:33])=[CH:30][N:29]=1. The yield is 0.420.